This data is from Full USPTO retrosynthesis dataset with 1.9M reactions from patents (1976-2016). The task is: Predict the reactants needed to synthesize the given product. (1) Given the product [CH3:1][N:2]1[CH:6]=[C:5](/[CH:7]=[CH:8]/[C:9]([OH:11])=[O:10])[CH:4]=[N:3]1, predict the reactants needed to synthesize it. The reactants are: [CH3:1][N:2]1[CH:6]=[C:5](/[CH:7]=[CH:8]/[C:9]([O:11]C)=[O:10])[CH:4]=[N:3]1.[OH-].[K+]. (2) Given the product [NH2:2][C@H:3]1[CH2:12][C:11]2[CH:10]=[C:9]([O:13][C:15]3[CH:24]=[CH:23][N:22]=[C:21]4[C:16]=3[CH2:17][CH2:18][C:19](=[O:25])[NH:20]4)[CH:8]=[CH:7][C:6]=2[CH2:5][CH2:4]1, predict the reactants needed to synthesize it. The reactants are: Br.[NH2:2][C@H:3]1[CH2:12][C:11]2[CH:10]=[C:9]([OH:13])[CH:8]=[CH:7][C:6]=2[CH2:5][CH2:4]1.Cl[C:15]1[CH:24]=[CH:23][N:22]=[C:21]2[C:16]=1[CH2:17][CH2:18][C:19](=[O:25])[NH:20]2.C(=O)([O-])[O-].[Cs+].[Cs+]. (3) Given the product [CH3:36][O:35][C:28]1[CH:29]=[C:30]([O:33][CH3:34])[CH:31]=[CH:32][C:27]=1[CH2:26][N:25]([CH2:2][C:3]1[C:4]([C:13]2[CH:18]=[CH:17][C:16]([F:19])=[CH:15][CH:14]=2)=[N:5][O:6][C:7]=1[C:8]([O:10][CH2:11][CH3:12])=[O:9])[CH2:24][C:23]([O:22][CH2:20][CH3:21])=[O:37], predict the reactants needed to synthesize it. The reactants are: Br[CH2:2][C:3]1[C:4]([C:13]2[CH:18]=[CH:17][C:16]([F:19])=[CH:15][CH:14]=2)=[N:5][O:6][C:7]=1[C:8]([O:10][CH2:11][CH3:12])=[O:9].[CH2:20]([O:22][C:23](=[O:37])[CH2:24][NH:25][CH2:26][C:27]1[CH:32]=[CH:31][C:30]([O:33][CH3:34])=[CH:29][C:28]=1[O:35][CH3:36])[CH3:21].C(=O)([O-])[O-].[K+].[K+].CCOC(C)=O. (4) Given the product [C:27]([C:28]1[CH:29]=[C:30]2[CH2:36][C@:35]3([CH:41]4[CH2:40][CH2:39][N:38]([CH2:43][CH2:42]4)[CH2:37]3)[O:34][C:31]2=[N:32][CH:33]=1)#[CH:26], predict the reactants needed to synthesize it. The reactants are: [F-].C([N+](CCCC)(CCCC)CCCC)CCC.O1CCCC1.C[Si](C)(C)[C:26]#[C:27][C:28]1[CH:29]=[C:30]2[CH2:36][C@:35]3([CH:41]4[CH2:42][CH2:43][N:38]([CH2:39][CH2:40]4)[CH2:37]3)[O:34][C:31]2=[N:32][CH:33]=1. (5) Given the product [C:34]([O:38][C:39](=[O:47])[N:40]([C@@H:41]1[CH2:45][CH2:44][N:43]([CH2:32][C:3]2[C:2]([Cl:1])=[C:11]3[C:6]([C:7](=[O:26])[N:8]([CH2:13][C:14]4[CH:19]=[C:18]([Cl:20])[CH:17]=[CH:16][C:15]=4[S:21]([CH2:24][CH3:25])(=[O:22])=[O:23])[C:9](=[O:12])[NH:10]3)=[CH:5][C:4]=2[O:27][C:28]([F:30])([F:31])[F:29])[CH2:42]1)[CH3:46])([CH3:37])([CH3:36])[CH3:35], predict the reactants needed to synthesize it. The reactants are: [Cl:1][C:2]1[C:3]([CH:32]=O)=[C:4]([O:27][C:28]([F:31])([F:30])[F:29])[CH:5]=[C:6]2[C:11]=1[NH:10][C:9](=[O:12])[N:8]([CH2:13][C:14]1[CH:19]=[C:18]([Cl:20])[CH:17]=[CH:16][C:15]=1[S:21]([CH2:24][CH3:25])(=[O:23])=[O:22])[C:7]2=[O:26].[C:34]([O:38][C:39](=[O:47])[N:40]([CH3:46])[C@@H:41]1[CH2:45][CH2:44][NH:43][CH2:42]1)([CH3:37])([CH3:36])[CH3:35]. (6) The reactants are: Cl[CH2:2]/[CH:3]=[CH:4]/[C:5]([NH:7][C:8]1[CH:9]=[C:10]([CH:38]=[CH:39][CH:40]=1)[O:11][C:12]1[N:13]=[C:14]([NH:24][C:25]2[CH:30]=[CH:29][C:28]([N:31]3[CH2:36][CH2:35][N:34]([CH3:37])[CH2:33][CH2:32]3)=[CH:27][CH:26]=2)[C:15]([C:21]([NH2:23])=[O:22])=[N:16][C:17]=1[CH:18]([CH3:20])[CH3:19])=[O:6].CN(C)C=O.C(N(C(C)C)CC)(C)C.[NH:55]1[CH2:60][CH2:59][O:58][CH2:57][CH2:56]1. Given the product [CH:18]([C:17]1[N:16]=[C:15]([C:21]([NH2:23])=[O:22])[C:14]([NH:24][C:25]2[CH:30]=[CH:29][C:28]([N:31]3[CH2:36][CH2:35][N:34]([CH3:37])[CH2:33][CH2:32]3)=[CH:27][CH:26]=2)=[N:13][C:12]=1[O:11][C:10]1[CH:38]=[CH:39][CH:40]=[C:8]([NH:7][C:5](=[O:6])/[CH:4]=[CH:3]/[CH2:2][N:55]2[CH2:60][CH2:59][O:58][CH2:57][CH2:56]2)[CH:9]=1)([CH3:20])[CH3:19], predict the reactants needed to synthesize it.